This data is from Forward reaction prediction with 1.9M reactions from USPTO patents (1976-2016). The task is: Predict the product of the given reaction. (1) Given the reactants C([N:3]([CH2:6]C)CC)C.C1(P(N=[N+]=[N-])(C2C=CC=CC=2)=[O:15])C=CC=CC=1.[CH2:25]([OH:32])[C:26]1[CH:31]=[CH:30][CH:29]=[CH:28][CH:27]=1.[CH2:33]([O:35][C:36](=[O:55])[CH:37]([NH:43][C:44]([C:46]1[CH:51]=[CH:50][C:49](C(O)=O)=[CH:48][N:47]=1)=[O:45])[C:38]([O:40][CH2:41][CH3:42])=[O:39])[CH3:34], predict the reaction product. The product is: [CH2:41]([O:40][C:38](=[O:39])[CH:37]([NH:43][C:44]([C:46]1[CH:51]=[CH:50][C:49]([NH:3][C:6]([O:32][CH2:25][C:26]2[CH:31]=[CH:30][CH:29]=[CH:28][CH:27]=2)=[O:15])=[CH:48][N:47]=1)=[O:45])[C:36]([O:35][CH2:33][CH3:34])=[O:55])[CH3:42]. (2) Given the reactants C(NC(C)C)(C)C.C([Li])CCC.CCCCCC.[C:19]([O:22][CH2:23][CH3:24])(=[O:21])[CH3:20].[CH3:25][N:26]([CH3:40])[C:27](=[O:39])[O:28][C:29]1[CH:34]=[CH:33][C:32]([CH:35]=[O:36])=[C:31]([CH:37]=[CH2:38])[CH:30]=1.[Cl-].[NH4+], predict the reaction product. The product is: [CH3:25][N:26]([CH3:40])[C:27]([O:28][C:29]1[CH:34]=[CH:33][C:32]([CH:35]([OH:36])[CH2:20][C:19]([O:22][CH2:23][CH3:24])=[O:21])=[C:31]([CH:37]=[CH2:38])[CH:30]=1)=[O:39].